Dataset: Peptide-MHC class I binding affinity with 185,985 pairs from IEDB/IMGT. Task: Regression. Given a peptide amino acid sequence and an MHC pseudo amino acid sequence, predict their binding affinity value. This is MHC class I binding data. (1) The peptide sequence is ISSVQLSNNK. The MHC is HLA-A33:01 with pseudo-sequence HLA-A33:01. The binding affinity (normalized) is 0.260. (2) The peptide sequence is RVDFCGKGY. The MHC is HLA-B08:01 with pseudo-sequence HLA-B08:01. The binding affinity (normalized) is 0.0847. (3) The peptide sequence is LSPRGSRPSW. The MHC is Mamu-A01 with pseudo-sequence Mamu-A01. The binding affinity (normalized) is 0.487. (4) The peptide sequence is RPPYSSYGY. The MHC is HLA-B08:01 with pseudo-sequence HLA-B08:01. The binding affinity (normalized) is 0.0847. (5) The peptide sequence is MVFGRFSFA. The MHC is HLA-B57:01 with pseudo-sequence HLA-B57:01. The binding affinity (normalized) is 0.0847. (6) The peptide sequence is NTFKFGVIY. The MHC is HLA-B39:01 with pseudo-sequence HLA-B39:01. The binding affinity (normalized) is 0.0847. (7) The peptide sequence is RAEDTAVYYCA. The MHC is Mamu-B01 with pseudo-sequence Mamu-B01. The binding affinity (normalized) is 0. (8) The peptide sequence is PSKKHWLGK. The MHC is HLA-B48:01 with pseudo-sequence HLA-B48:01. The binding affinity (normalized) is 0.0847. (9) The peptide sequence is FLPSDYFPSL. The MHC is HLA-A02:01 with pseudo-sequence HLA-A02:01. The binding affinity (normalized) is 0.693.